The task is: Predict which catalyst facilitates the given reaction.. This data is from Catalyst prediction with 721,799 reactions and 888 catalyst types from USPTO. (1) Reactant: Br[CH2:2][C:3]1[C:4]([Cl:10])=[N:5][CH:6]=[CH:7][C:8]=1[Cl:9].[CH3:11][C:12]1[N:17]=[C:16]([SH:18])[N:15]=[C:14]([OH:19])[CH:13]=1.C(N(CC)CC)C. Product: [Cl:10][C:4]1[C:3]([CH2:2][S:18][C:16]2[N:15]=[C:14]([OH:19])[CH:13]=[C:12]([CH3:11])[N:17]=2)=[C:8]([Cl:9])[CH:7]=[CH:6][N:5]=1. The catalyst class is: 8. (2) Reactant: [OH:1][CH2:2][C:3]([CH2:9][OH:10])([CH2:7][CH3:8])[C:4]([OH:6])=[O:5].C(=O)([O-])[O-].[K+].[K+].[CH2:17](Br)[CH2:18][CH2:19][CH2:20][CH2:21][CH2:22][CH2:23][CH2:24][CH2:25][CH2:26][CH2:27][CH2:28][CH2:29][CH2:30][CH2:31][CH2:32][CH2:33][CH3:34].O. Product: [CH2:34]([O:5][C:4](=[O:6])[C:3]([CH2:9][OH:10])([CH2:2][OH:1])[CH2:7][CH3:8])[CH2:33][CH2:32][CH2:31][CH2:30][CH2:29][CH2:28][CH2:27][CH2:26][CH2:25][CH2:24][CH2:23][CH2:22][CH2:21][CH2:20][CH2:19][CH2:18][CH3:17]. The catalyst class is: 60. (3) The catalyst class is: 5. Reactant: [OH:1][CH:2]([C:35]1[C:43]2[S:42][C:41](=[O:44])[NH:40][C:39]=2[C:38]([OH:45])=[CH:37][CH:36]=1)[CH2:3][N:4]([CH2:8][C:9]1[CH:14]=[CH:13][C:12]([O:15][CH2:16][CH2:17][N:18]2[CH2:34][CH2:33][C:21]3([O:26][CH2:25][CH2:24][N:23](C(=O)C(F)(F)F)[CH2:22]3)[CH2:20][CH2:19]2)=[CH:11][CH:10]=1)[C:5](=O)[O-:6]. Product: [O:26]1[C:21]2([CH2:20][CH2:19][N:18]([CH2:17][CH2:16][O:15][C:12]3[CH:13]=[CH:14][C:9]([CH2:8][N:4]([CH2:3][C@H:2]([OH:1])[C:35]4[C:43]5[S:42][C:41](=[O:44])[NH:40][C:39]=5[C:38]([OH:45])=[CH:37][CH:36]=4)[C:5](=[O:6])[O:26][C:21]([CH3:33])([CH3:22])[CH3:20])=[CH:10][CH:11]=3)[CH2:34][CH2:33]2)[CH2:22][NH:23][CH2:24][CH2:25]1.